From a dataset of Forward reaction prediction with 1.9M reactions from USPTO patents (1976-2016). Predict the product of the given reaction. Given the reactants [CH3:1][C:2]1[C:3]([C:19]([O:21]CC)=[O:20])=[C:4]2[CH:9]=[CH:8][CH:7]=[N:6][N:5]2[C:10]=1[C:11]([N:13]1[CH2:18][CH2:17][O:16][CH2:15][CH2:14]1)=[O:12].[OH-].[Na+].Cl, predict the reaction product. The product is: [CH3:1][C:2]1[C:3]([C:19]([OH:21])=[O:20])=[C:4]2[CH:9]=[CH:8][CH:7]=[N:6][N:5]2[C:10]=1[C:11]([N:13]1[CH2:14][CH2:15][O:16][CH2:17][CH2:18]1)=[O:12].